This data is from NCI-60 drug combinations with 297,098 pairs across 59 cell lines. The task is: Regression. Given two drug SMILES strings and cell line genomic features, predict the synergy score measuring deviation from expected non-interaction effect. (1) Drug 1: C1=CN(C=N1)CC(O)(P(=O)(O)O)P(=O)(O)O. Drug 2: C1=NNC2=C1C(=O)NC=N2. Cell line: SK-MEL-2. Synergy scores: CSS=-8.46, Synergy_ZIP=0.646, Synergy_Bliss=-11.2, Synergy_Loewe=-18.1, Synergy_HSA=-15.2. (2) Drug 1: CC1=CC=C(C=C1)C2=CC(=NN2C3=CC=C(C=C3)S(=O)(=O)N)C(F)(F)F. Drug 2: C1=NC2=C(N1)C(=S)N=CN2. Cell line: CCRF-CEM. Synergy scores: CSS=51.1, Synergy_ZIP=-1.36, Synergy_Bliss=-0.806, Synergy_Loewe=-24.8, Synergy_HSA=2.02. (3) Drug 1: CCCS(=O)(=O)NC1=C(C(=C(C=C1)F)C(=O)C2=CNC3=C2C=C(C=N3)C4=CC=C(C=C4)Cl)F. Drug 2: C1=C(C(=O)NC(=O)N1)F. Cell line: HT29. Synergy scores: CSS=59.5, Synergy_ZIP=-4.51, Synergy_Bliss=-5.38, Synergy_Loewe=-0.317, Synergy_HSA=2.16. (4) Drug 1: C1=CC(=C2C(=C1NCCNCCO)C(=O)C3=C(C=CC(=C3C2=O)O)O)NCCNCCO. Drug 2: C1=NC2=C(N=C(N=C2N1C3C(C(C(O3)CO)O)F)Cl)N. Cell line: SK-OV-3. Synergy scores: CSS=52.5, Synergy_ZIP=-8.28, Synergy_Bliss=-8.02, Synergy_Loewe=-12.9, Synergy_HSA=-3.14.